The task is: Predict the reaction yield, written as a fraction of the theoretical maximum amount of product (1.0 means a 100% yield; for example, 0.34 means a 34% yield).. This data is from Reaction yield outcomes from USPTO patents with 853,638 reactions. (1) The reactants are S(Cl)(Cl)=O.[OH:5][C:6]1[CH:7]=[C:8]([C:12]2[CH:17]=[CH:16][CH:15]=[C:14]([C:18]([OH:20])=[O:19])[CH:13]=2)[CH:9]=[CH:10][CH:11]=1.[CH3:21]O. No catalyst specified. The product is [OH:5][C:6]1[CH:7]=[C:8]([C:12]2[CH:17]=[CH:16][CH:15]=[C:14]([C:18]([O:20][CH3:21])=[O:19])[CH:13]=2)[CH:9]=[CH:10][CH:11]=1. The yield is 0.940. (2) The reactants are [C:1]1(P(C2C=CC=CC=2)C2C=CC=CC=2)C=CC=C[CH:2]=1.[N:20]1(CCO)[CH2:25][CH2:24][CH2:23][CH2:22][CH2:21]1.CCOC(/N=N/C(OCC)=O)=O.O1CCCCC1[N:47]1[C:55]2[C:50](=[CH:51][C:52]([C:56]3[N:60]=[CH:59][N:58](C(C4C=CC=CC=4)(C4C=CC=CC=4)C4C=CC=CC=4)[N:57]=3)=[CH:53][CH:54]=2)[C:49]([C:80]2[CH:81]=[C:82]([OH:86])[CH:83]=[CH:84][CH:85]=2)=[N:48]1.Cl. The catalyst is O1CCCC1. The product is [NH:57]1[C:56]([C:52]2[CH:51]=[C:50]3[C:55](=[CH:54][CH:53]=2)[NH:47][N:48]=[C:49]3[C:80]2[CH:85]=[CH:84][CH:83]=[C:82]([O:86][CH2:1][CH2:2][CH:25]3[CH2:24][CH2:23][CH2:22][CH2:21][NH:20]3)[CH:81]=2)=[N:60][CH:59]=[N:58]1. The yield is 0.590. (3) The reactants are [ClH:1].C(O[C:5](=[NH:14])[C:6]1[CH:11]=[CH:10][C:9]([Br:12])=[CH:8][C:7]=1[F:13])C.[NH3:15]. No catalyst specified. The product is [ClH:1].[Br:12][C:9]1[CH:10]=[CH:11][C:6]([C:5]([NH2:14])=[NH:15])=[C:7]([F:13])[CH:8]=1. The yield is 1.00. (4) The reactants are [CH3:1][N:2]([CH2:7][C:8]1[CH:13]=[CH:12][CH:11]=[C:10]([O:14][C:15]([F:18])([F:17])[F:16])[C:9]=1[O:19][CH2:20][CH2:21][CH3:22])[C:3](=[O:6])[CH:4]=[CH2:5].C(N(C(C)C)CC)(C)C.Br[C:33]1[CH:46]=[N:45][C:36]2[NH:37][C:38](=[O:44])[C:39]([CH3:43])([CH3:42])[NH:40][CH2:41][C:35]=2[CH:34]=1.CC1C=CC=CC=1P(C1C=CC=CC=1C)C1C=CC=CC=1C. The catalyst is C(#N)CC.CN(C=O)C.CC([O-])=O.CC([O-])=O.[Pd+2]. The product is [CH3:42][C:39]1([CH3:43])[C:38](=[O:44])[NH:37][C:36]2[N:45]=[CH:46][C:33](/[CH:5]=[CH:4]/[C:3]([N:2]([CH3:1])[CH2:7][C:8]3[CH:13]=[CH:12][CH:11]=[C:10]([O:14][C:15]([F:18])([F:16])[F:17])[C:9]=3[O:19][CH2:20][CH2:21][CH3:22])=[O:6])=[CH:34][C:35]=2[CH2:41][NH:40]1. The yield is 0.310. (5) The reactants are [OH:1][C:2]1[C:7]([CH3:8])=[CH:6][NH:5][C:4](=[O:9])[CH:3]=1.CS(O[CH:15]1[CH2:20][CH2:19][N:18]([C:21]([O:23][CH2:24][C:25]2[CH:30]=[CH:29][CH:28]=[CH:27][CH:26]=2)=[O:22])[CH2:17][CH2:16]1)(=O)=O.C(=O)([O-])[O-].[K+].[K+].O. The catalyst is CN(C=O)C.CCOC(C)=O. The product is [CH3:8][C:7]1[C:2]([O:1][CH:15]2[CH2:20][CH2:19][N:18]([C:21]([O:23][CH2:24][C:25]3[CH:26]=[CH:27][CH:28]=[CH:29][CH:30]=3)=[O:22])[CH2:17][CH2:16]2)=[CH:3][C:4](=[O:9])[NH:5][CH:6]=1. The yield is 0.180.